From a dataset of Forward reaction prediction with 1.9M reactions from USPTO patents (1976-2016). Predict the product of the given reaction. (1) Given the reactants [F:1][C:2]1[CH:7]=[C:6]([N+:8]([O-])=O)[CH:5]=[CH:4][C:3]=1[N:11]1[CH2:16][C@@H:15]([CH3:17])[N:14]([CH3:18])[CH2:13][C@@H:12]1[CH3:19], predict the reaction product. The product is: [F:1][C:2]1[CH:7]=[C:6]([CH:5]=[CH:4][C:3]=1[N:11]1[CH2:16][C@@H:15]([CH3:17])[N:14]([CH3:18])[CH2:13][C@@H:12]1[CH3:19])[NH2:8]. (2) Given the reactants Cl[C:2]1[N:11]=[C:10](Cl)[C:9]2[C:4](=[CH:5][CH:6]=[C:7]([CH3:13])[CH:8]=2)[N:3]=1.[NH2:14][CH2:15][C:16]1([N:22](CC2C=CC=CC=2)CC2C=CC=CC=2)[CH2:19][S:18](=[O:21])(=[O:20])[CH2:17]1.[F:37][C:38]1([F:49])[C:44]2[CH:45]=[CH:46][CH:47]=[CH:48][C:43]=2[CH2:42][NH:41][CH2:40][CH2:39]1, predict the reaction product. The product is: [NH2:22][C:16]1([CH2:15][NH:14][C:10]2[C:9]3[C:4](=[CH:5][CH:6]=[C:7]([CH3:13])[CH:8]=3)[N:3]=[C:2]([N:41]3[CH2:40][CH2:39][C:38]([F:37])([F:49])[C:44]4[CH:45]=[CH:46][CH:47]=[CH:48][C:43]=4[CH2:42]3)[N:11]=2)[CH2:19][S:18](=[O:21])(=[O:20])[CH2:17]1.